This data is from Forward reaction prediction with 1.9M reactions from USPTO patents (1976-2016). The task is: Predict the product of the given reaction. (1) Given the reactants [CH2:1]([SH:7])[C:2]1[O:6][CH:5]=[CH:4][CH:3]=1.[OH-].[Na+:9].Br[CH2:11][CH2:12][CH3:13].[S:14]([O-])([O-])(=O)=S.[Na+].[Na+].[CH2:21]([O:24][S:25]([O-:28])(=[O:27])=[S:26])[CH2:22][CH3:23].[Na+], predict the reaction product. The product is: [CH2:21]([O:24][S:25]([O-:28])(=[O:27])=[S:26])[CH2:22][CH3:23].[Na+:9].[CH2:11]([S:14][S:7][CH2:1][C:2]1[O:6][CH:5]=[CH:4][CH:3]=1)[CH2:12][CH3:13]. (2) Given the reactants [NH2:1][C:2]1[CH:7]=[CH:6][C:5]([Cl:8])=[CH:4][N:3]=1.[Cl:9][C:10]1[CH:19]=[CH:18][C:13]([C:14](=O)[CH2:15]Br)=[CH:12][CH:11]=1.[OH-].[Na+], predict the reaction product. The product is: [Cl:8][C:5]1[CH:6]=[CH:7][C:2]2[N:3]([CH:15]=[C:14]([C:13]3[CH:18]=[CH:19][C:10]([Cl:9])=[CH:11][CH:12]=3)[N:1]=2)[CH:4]=1. (3) The product is: [O:35]=[C:23]1[N:22]([CH2:21][C:7]2[S:8][C:9]3[N:10]([CH:18]([CH3:20])[CH3:19])[C:11](=[O:17])[N:12]([CH3:16])[C:13](=[O:15])[C:14]=3[C:6]=2[C:4]([OH:3])=[O:5])[C:26]2[CH:27]=[CH:28][CH:29]=[CH:30][C:25]=2[NH:24]1. Given the reactants [Na].C[O:3][C:4]([C:6]1[C:14]2[C:13](=[O:15])[N:12]([CH3:16])[C:11](=[O:17])[N:10]([CH:18]([CH3:20])[CH3:19])[C:9]=2[S:8][C:7]=1[CH2:21][N:22]1[C:26]2[CH:27]=[CH:28][CH:29]=[CH:30][C:25]=2[N:24]=[C:23]1S(C)(=O)=O)=[O:5].[OH2:35], predict the reaction product. (4) Given the reactants [C:1]1([C:7]2([C:14]3[CH:19]=[CH:18][CH:17]=[CH:16][CH:15]=3)[NH:11][C:10](=[O:12])[NH:9][C:8]2=[O:13])[CH:6]=[CH:5][CH:4]=[CH:3][CH:2]=1.[H-].[Na+].[CH:22]1[C:31]2[C:26](=[CH:27][CH:28]=[CH:29][CH:30]=2)[CH:25]=[CH:24][C:23]=1[C:32](Cl)=[O:33].O, predict the reaction product. The product is: [CH:22]1[C:31]2[C:26](=[CH:27][CH:28]=[CH:29][CH:30]=2)[CH:25]=[CH:24][C:23]=1[C:32]([N:9]1[C:8](=[O:13])[C:7]([C:1]2[CH:6]=[CH:5][CH:4]=[CH:3][CH:2]=2)([C:14]2[CH:15]=[CH:16][CH:17]=[CH:18][CH:19]=2)[NH:11][C:10]1=[O:12])=[O:33]. (5) Given the reactants [C:1]([C:3]1[N:11]=[CH:10][C:9]2[N:8]([CH2:12][O:13][CH2:14][CH2:15][Si:16]([CH3:19])([CH3:18])[CH3:17])[C:7]3[N:20]=[CH:21][CH:22]=[C:23]([N:24]4[CH2:29][CH2:28][N:27](C(OC(C)(C)C)=O)[CH2:26][CH2:25]4)[C:6]=3[C:5]=2[CH:4]=1)#[N:2].FC(F)(F)C(O)=O, predict the reaction product. The product is: [N:24]1([C:23]2[C:6]3[C:5]4[CH:4]=[C:3]([C:1]#[N:2])[N:11]=[CH:10][C:9]=4[N:8]([CH2:12][O:13][CH2:14][CH2:15][Si:16]([CH3:19])([CH3:18])[CH3:17])[C:7]=3[N:20]=[CH:21][CH:22]=2)[CH2:29][CH2:28][NH:27][CH2:26][CH2:25]1. (6) Given the reactants [CH:1]1([S:4]([C:7]2[CH:21]=[CH:20][CH:19]=[CH:18][C:8]=2[CH2:9][N:10](C)[C:11](=O)C(F)(F)F)(=[O:6])=[O:5])[CH2:3][CH2:2]1.C(=O)([O-])[O-].[K+].[K+].[ClH:28], predict the reaction product. The product is: [ClH:28].[CH:1]1([S:4]([C:7]2[CH:21]=[CH:20][CH:19]=[CH:18][C:8]=2[CH2:9][NH:10][CH3:11])(=[O:6])=[O:5])[CH2:3][CH2:2]1. (7) The product is: [OH:38][CH2:37][CH2:36][N:33]1[CH2:32][CH2:31][N:30]([C:25]2[N:26]=[C:27]([CH3:29])[N:28]=[C:23]([NH:1][C:2]3[N:3]=[CH:4][C:5]4[S:10][CH:9]=[C:8]([C:11]5[CH:12]=[C:13]([NH:17][S:18]([CH3:21])(=[O:20])=[O:19])[CH:14]=[CH:15][CH:16]=5)[C:6]=4[N:7]=3)[CH:24]=2)[CH2:35][CH2:34]1. Given the reactants [NH2:1][C:2]1[N:3]=[CH:4][C:5]2[S:10][CH:9]=[C:8]([C:11]3[CH:12]=[C:13]([NH:17][S:18]([CH3:21])(=[O:20])=[O:19])[CH:14]=[CH:15][CH:16]=3)[C:6]=2[N:7]=1.Cl[C:23]1[N:28]=[C:27]([CH3:29])[N:26]=[C:25]([N:30]2[CH2:35][CH2:34][N:33]([CH2:36][CH2:37][OH:38])[CH2:32][CH2:31]2)[CH:24]=1, predict the reaction product.